From a dataset of Full USPTO retrosynthesis dataset with 1.9M reactions from patents (1976-2016). Predict the reactants needed to synthesize the given product. (1) Given the product [F:24][C:22]([F:25])([F:23])[C:19]1[CH:20]=[CH:21][C:16]([C:9]([C:6]2[CH:5]=[CH:4][C:3]([C:2]([F:1])([F:26])[F:27])=[CH:8][CH:7]=2)=[C:10]2[CH2:15][CH2:14][N:13]([CH2:37][C:34]3[CH:35]=[CH:36][C:31]([N+:28]([O-:30])=[O:29])=[CH:32][CH:33]=3)[CH2:12][CH2:11]2)=[CH:17][CH:18]=1, predict the reactants needed to synthesize it. The reactants are: [F:1][C:2]([F:27])([F:26])[C:3]1[CH:8]=[CH:7][C:6]([C:9]([C:16]2[CH:21]=[CH:20][C:19]([C:22]([F:25])([F:24])[F:23])=[CH:18][CH:17]=2)=[C:10]2[CH2:15][CH2:14][NH:13][CH2:12][CH2:11]2)=[CH:5][CH:4]=1.[N+:28]([C:31]1[CH:36]=[CH:35][C:34]([CH2:37]Br)=[CH:33][CH:32]=1)([O-:30])=[O:29].C(=O)([O-])[O-].[K+].[K+]. (2) Given the product [Cl:5][P:1]([NH:24][C@@H:25]([CH3:30])[C:26]([O:28][CH3:29])=[O:27])([O:16][C:15]1[C:9]2[C:10](=[CH:11][CH:6]=[CH:7][CH:8]=2)[CH:12]=[CH:13][CH:14]=1)=[S:2], predict the reactants needed to synthesize it. The reactants are: [P:1]([Cl:5])(Cl)(Cl)=[S:2].[CH:6]1[CH:7]=[CH:8][C:9]2[C:10](=[CH:12][CH:13]=[CH:14][C:15]=2[OH:16])[CH:11]=1.C(N(CC)CC)C.[NH2:24][C@@H:25]([CH3:30])[C:26]([O:28][CH3:29])=[O:27].